Regression. Given a peptide amino acid sequence and an MHC pseudo amino acid sequence, predict their binding affinity value. This is MHC class I binding data. From a dataset of Peptide-MHC class I binding affinity with 185,985 pairs from IEDB/IMGT. The peptide sequence is MIIGHIGHHY. The MHC is HLA-A33:01 with pseudo-sequence HLA-A33:01. The binding affinity (normalized) is 0.